Dataset: Catalyst prediction with 721,799 reactions and 888 catalyst types from USPTO. Task: Predict which catalyst facilitates the given reaction. (1) Reactant: [Si:1]([O:8][CH:9]1[CH2:29][CH2:28][CH2:27][C:10]21[O:14][C:13](=[O:15])[N:12]([C:16]1[CH:23]=[CH:22][C:19]([C:20]#[N:21])=[C:18]([Cl:24])[C:17]=1[CH3:25])[C:11]2=[O:26])([C:4]([CH3:7])([CH3:6])[CH3:5])([CH3:3])[CH3:2].C([BH-](CC)CC)C.[Li+]. Product: [Si:1]([O:8][CH:9]1[CH2:29][CH2:28][CH2:27][C:10]21[O:14][C:13](=[O:15])[N:12]([C:16]1[CH:23]=[CH:22][C:19]([C:20]#[N:21])=[C:18]([Cl:24])[C:17]=1[CH3:25])[CH:11]2[OH:26])([C:4]([CH3:7])([CH3:5])[CH3:6])([CH3:3])[CH3:2]. The catalyst class is: 7. (2) Reactant: Cl.[NH:2]1[CH2:7][CH2:6][CH:5]([C:8]2[CH:9]=[C:10]3[C:15](=[CH:16][CH:17]=2)[CH:14]=[C:13]([C:18]#[N:19])[CH:12]=[CH:11]3)[CH2:4][CH2:3]1.Cl[C:21](Cl)([O:23]C(=O)OC(Cl)(Cl)Cl)Cl.CCN(CC)CC.N1C=CC=CC=1.[N:45]1([C:51]([O:53][C:54]([CH3:57])([CH3:56])[CH3:55])=[O:52])[CH2:50][CH2:49][NH:48][CH2:47][CH2:46]1. Product: [C:18]([C:13]1[CH:14]=[C:15]2[C:10](=[CH:11][CH:12]=1)[CH:9]=[C:8]([CH:5]1[CH2:6][CH2:7][N:2]([C:21]([N:48]3[CH2:49][CH2:50][N:45]([C:51]([O:53][C:54]([CH3:57])([CH3:56])[CH3:55])=[O:52])[CH2:46][CH2:47]3)=[O:23])[CH2:3][CH2:4]1)[CH:17]=[CH:16]2)#[N:19]. The catalyst class is: 4. (3) Reactant: C(O[C:4]([C:6]1[N:11]=[CH:10][C:9]2[N:12]=[C:13]([C:15]3[CH:16]=[N:17][CH:18]=[CH:19][CH:20]=3)[S:14][C:8]=2[C:7]=1[OH:21])=[O:5])C.[NH2:22][CH2:23][C:24]([OH:26])=[O:25]. Product: [OH:21][C:7]1[C:8]2[S:14][C:13]([C:15]3[CH:16]=[N:17][CH:18]=[CH:19][CH:20]=3)=[N:12][C:9]=2[CH:10]=[N:11][C:6]=1[C:4]([NH:22][CH2:23][C:24]([OH:26])=[O:25])=[O:5]. The catalyst class is: 779. (4) Reactant: [Si:1]([O:8][CH2:9][C@@H:10]1[C@@H:14]([OH:15])[CH2:13][CH2:12][N:11]1[C:16]([O:18][C:19]([CH3:22])([CH3:21])[CH3:20])=[O:17])([C:4]([CH3:7])([CH3:6])[CH3:5])([CH3:3])[CH3:2].[H-].[Na+].[F:25][C:26]1[CH:27]=[C:28]([N+:33]([O-:35])=[O:34])[CH:29]=[C:30](F)[CH:31]=1. Product: [Si:1]([O:8][CH2:9][C@@H:10]1[C@@H:14]([O:15][C:30]2[CH:29]=[C:28]([N+:33]([O-:35])=[O:34])[CH:27]=[C:26]([F:25])[CH:31]=2)[CH2:13][CH2:12][N:11]1[C:16]([O:18][C:19]([CH3:22])([CH3:21])[CH3:20])=[O:17])([C:4]([CH3:7])([CH3:6])[CH3:5])([CH3:3])[CH3:2]. The catalyst class is: 3.